From a dataset of Catalyst prediction with 721,799 reactions and 888 catalyst types from USPTO. Predict which catalyst facilitates the given reaction. Reactant: [CH:1]1[C:10]2[C:5](=[CH:6][CH:7]=[CH:8][CH:9]=2)[CH:4]=[C:3]([C:11]([OH:13])=O)[N:2]=1.S(Cl)(Cl)=O.Cl.[NH2:19][CH2:20][C:21]1[CH:29]=[CH:28][CH:27]=[C:26]2[C:22]=1[C:23](=[O:39])[N:24]([CH:31]1[CH2:36][CH2:35][C:34](=[O:37])[NH:33][C:32]1=[O:38])[C:25]2=[O:30].C(N(CC)CC)C. Product: [O:38]=[C:32]1[CH:31]([N:24]2[C:23](=[O:39])[C:22]3[C:26](=[CH:27][CH:28]=[CH:29][C:21]=3[CH2:20][NH:19][C:11]([C:3]3[N:2]=[CH:1][C:10]4[C:5]([CH:4]=3)=[CH:6][CH:7]=[CH:8][CH:9]=4)=[O:13])[C:25]2=[O:30])[CH2:36][CH2:35][C:34](=[O:37])[NH:33]1. The catalyst class is: 1.